Dataset: Catalyst prediction with 721,799 reactions and 888 catalyst types from USPTO. Task: Predict which catalyst facilitates the given reaction. Reactant: Cl.[Br:2][C:3]1[CH:4]=[CH:5][C:6]([O:9][C:10]2[CH:11]=[C:12]([C@@H:16]3[CH2:20][C:19]4([CH2:25][CH2:24][NH:23][CH2:22][CH2:21]4)[O:18][CH2:17]3)[CH:13]=[CH:14][CH:15]=2)=[N:7][CH:8]=1.[N:26]1[CH:31]=[CH:30][CH:29]=[C:28]([NH:32][C:33](=O)[O:34]C2C=CC=CC=2)[N:27]=1.CCN(C(C)C)C(C)C. Product: [Br:2][C:3]1[CH:4]=[CH:5][C:6]([O:9][C:10]2[CH:11]=[C:12]([C@@H:16]3[CH2:20][C:19]4([CH2:25][CH2:24][N:23]([C:33]([NH:32][C:28]5[N:27]=[N:26][CH:31]=[CH:30][CH:29]=5)=[O:34])[CH2:22][CH2:21]4)[O:18][CH2:17]3)[CH:13]=[CH:14][CH:15]=2)=[N:7][CH:8]=1. The catalyst class is: 10.